This data is from HIV replication inhibition screening data with 41,000+ compounds from the AIDS Antiviral Screen. The task is: Binary Classification. Given a drug SMILES string, predict its activity (active/inactive) in a high-throughput screening assay against a specified biological target. (1) The drug is O=C(Nc1cccc(C(=O)Nc2ccc(C3=NCCN3)cc2)c1)c1ccc(C2=NCCN2)cc1. The result is 1 (active). (2) The result is 0 (inactive). The drug is C=C(C)COc1ccc(C2OCC(CC)C(CCC)O2)cc1. (3) The molecule is Cc1ccc(C=NNC2c3cc(Cl)ccc3Nc3nc(O)nc(C)c32)cc1. The result is 0 (inactive).